Dataset: Catalyst prediction with 721,799 reactions and 888 catalyst types from USPTO. Task: Predict which catalyst facilitates the given reaction. (1) Reactant: Br[C:2]1[C:3]([C:27]([CH3:30])([CH3:29])[CH3:28])=[N:4][N:5]2[C:10]([C:11]3[CH:16]=[CH:15][C:14]([CH3:17])=[CH:13][CH:12]=3)=[C:9]([CH:18]([CH2:23][CH2:24][CH3:25])[C:19]([O:21]C)=[O:20])[C:8]([CH3:26])=[N:7][C:6]=12.[OH-].[Na+]. Product: [C:27]([C:3]1[C:2]([C:11]2[CH:16]=[CH:15][CH:14]=[CH:13][CH:12]=2)=[C:6]2[N:7]=[C:8]([CH3:26])[C:9]([CH:18]([CH2:23][CH2:24][CH3:25])[C:19]([OH:21])=[O:20])=[C:10]([C:11]3[CH:16]=[CH:15][C:14]([CH3:17])=[CH:13][CH:12]=3)[N:5]2[N:4]=1)([CH3:30])([CH3:28])[CH3:29]. The catalyst class is: 5. (2) Reactant: C[O:2][C:3]1[CH:8]=[CH:7][C:6]([S:9]([C:12]2[C:13]([NH:19][C:20]3[C:25]([CH3:26])=[CH:24][C:23]([CH3:27])=[CH:22][C:21]=3[CH3:28])=[N:14][C:15]([CH3:18])=[N:16][CH:17]=2)(=[O:11])=[O:10])=[CH:5][CH:4]=1.[Li+].[I-].N1C(C)=CC(C)=CC=1C. Product: [CH3:18][C:15]1[N:14]=[C:13]([NH:19][C:20]2[C:25]([CH3:26])=[CH:24][C:23]([CH3:27])=[CH:22][C:21]=2[CH3:28])[C:12]([S:9]([C:6]2[CH:5]=[CH:4][C:3]([OH:2])=[CH:8][CH:7]=2)(=[O:11])=[O:10])=[CH:17][N:16]=1. The catalyst class is: 28.